Dataset: Forward reaction prediction with 1.9M reactions from USPTO patents (1976-2016). Task: Predict the product of the given reaction. Given the reactants [Cl:1][C:2]1[C:11]2[C:10]([S:12]([N:15]3[CH2:19][CH2:18][C@H:17]([NH:20][CH3:21])[CH2:16]3)(=[O:14])=[O:13])=[CH:9][CH:8]=[CH:7][C:6]=2[CH:5]=[N:4][CH:3]=1.Cl, predict the reaction product. The product is: [ClH:1].[Cl:1][C:2]1[C:11]2[C:10]([S:12]([N:15]3[CH2:19][CH2:18][C@H:17]([NH:20][CH3:21])[CH2:16]3)(=[O:13])=[O:14])=[CH:9][CH:8]=[CH:7][C:6]=2[CH:5]=[N:4][CH:3]=1.